From a dataset of Full USPTO retrosynthesis dataset with 1.9M reactions from patents (1976-2016). Predict the reactants needed to synthesize the given product. (1) Given the product [CH2:1]([O:3][C:4](=[S:5])[NH:7][C:8]1[CH:13]=[C:12]([C:14]([F:16])([F:17])[F:15])[CH:11]=[C:10]([NH:18][C:19]2[N:28]=[CH:27][C:26]3[N:25]([CH3:29])[C:24](=[O:30])[CH2:23][N:22]([CH:31]([CH3:33])[CH3:32])[C:21]=3[N:20]=2)[CH:9]=1)[CH3:2], predict the reactants needed to synthesize it. The reactants are: [CH2:1]([O:3][C:4](Cl)=[S:5])[CH3:2].[NH2:7][C:8]1[CH:9]=[C:10]([NH:18][C:19]2[N:28]=[CH:27][C:26]3[N:25]([CH3:29])[C:24](=[O:30])[CH2:23][N:22]([CH:31]([CH3:33])[CH3:32])[C:21]=3[N:20]=2)[CH:11]=[C:12]([C:14]([F:17])([F:16])[F:15])[CH:13]=1.O. (2) Given the product [Cl:9][C:10]1[CH:11]=[C:12]([NH:24][C:25]2[C:34]3[C:29](=[CH:30][CH:31]=[CH:32][C:33]=3[O:35][C@@H:36]([CH3:40])[CH2:37][N:38]([CH3:39])[C:6](=[O:8])[CH2:5][S:2]([CH3:1])(=[O:4])=[O:3])[N:28]=[CH:27][N:26]=2)[CH:13]=[CH:14][C:15]=1[O:16][CH2:17][C:18]1[CH:23]=[CH:22][CH:21]=[CH:20][N:19]=1, predict the reactants needed to synthesize it. The reactants are: [CH3:1][S:2]([CH2:5][C:6]([OH:8])=O)(=[O:4])=[O:3].[Cl:9][C:10]1[CH:11]=[C:12]([NH:24][C:25]2[C:34]3[C:29](=[CH:30][CH:31]=[CH:32][C:33]=3[O:35][C@@H:36]([CH3:40])[CH2:37][NH:38][CH3:39])[N:28]=[CH:27][N:26]=2)[CH:13]=[CH:14][C:15]=1[O:16][CH2:17][C:18]1[CH:23]=[CH:22][CH:21]=[CH:20][N:19]=1.